This data is from Acute oral toxicity (LD50) regression data from Zhu et al.. The task is: Regression/Classification. Given a drug SMILES string, predict its toxicity properties. Task type varies by dataset: regression for continuous values (e.g., LD50, hERG inhibition percentage) or binary classification for toxic/non-toxic outcomes (e.g., AMES mutagenicity, cardiotoxicity, hepatotoxicity). Dataset: ld50_zhu. (1) The molecule is O=C(OC1CCC(N2CCCCC2)CC1)c1ccc([N+](=O)[O-])cc1. The rat oral LD50 is 2.01, given as -log10 of the dose in mol/kg body weight (higher means more acutely toxic). (2) The molecule is CC(O)CNC(C)(C)Cc1ccc(Cl)cc1. The rat oral LD50 is 3.21, given as -log10 of the dose in mol/kg body weight (higher means more acutely toxic). (3) The compound is FC(F)(F)c1nc2c(Cl)cc(Br)cc2[nH]1. The rat oral LD50 is 4.67, given as -log10 of the dose in mol/kg body weight (higher means more acutely toxic). (4) The compound is CCCCc1ccc(C)cc1O. The rat oral LD50 is 2.17, given as -log10 of the dose in mol/kg body weight (higher means more acutely toxic). (5) The drug is NCC1CCC=CO1. The rat oral LD50 is 2.05, given as -log10 of the dose in mol/kg body weight (higher means more acutely toxic). (6) The molecule is CCCc1ccc2c(c1)OCO2. The rat oral LD50 is 1.86, given as -log10 of the dose in mol/kg body weight (higher means more acutely toxic). (7) The drug is CCOC(C)=O. The rat oral LD50 is 1.20, given as -log10 of the dose in mol/kg body weight (higher means more acutely toxic). (8) The molecule is CCP(=S)(OC)Oc1ccc([N+](=O)[O-])cc1Cl. The rat oral LD50 is 4.11, given as -log10 of the dose in mol/kg body weight (higher means more acutely toxic). (9) The drug is CC(=CC(=O)O)C(=O)O. The rat oral LD50 is 1.99, given as -log10 of the dose in mol/kg body weight (higher means more acutely toxic).